From a dataset of Full USPTO retrosynthesis dataset with 1.9M reactions from patents (1976-2016). Predict the reactants needed to synthesize the given product. (1) Given the product [N:48]1([CH2:55][CH2:56][O:57][C:58]2[CH:59]=[CH:60][C:61]([CH2:62][NH:63][CH2:64][CH2:65][C:20]3[CH:21]=[C:22]([O:25][CH3:26])[CH:23]=[CH:24][C:19]=3[CH:14]3[CH2:13][CH2:12][C:11]4[C:16](=[CH:17][CH:18]=[C:9]([O:8][Si:1]([C:4]([CH3:7])([CH3:5])[CH3:6])([CH3:3])[CH3:2])[CH:10]=4)[CH2:15]3)=[CH:90][CH:91]=2)[CH2:49][CH2:50][CH2:51][CH2:52][CH2:53][CH2:54]1, predict the reactants needed to synthesize it. The reactants are: [Si:1]([O:8][C:9]1[CH:10]=[C:11]2[C:16](=[CH:17][CH:18]=1)[CH2:15][CH:14]([C:19]1[CH:24]=[CH:23][C:22]([O:25][CH3:26])=[CH:21][C:20]=1N)[CH2:13][CH2:12]2)([C:4]([CH3:7])([CH3:6])[CH3:5])([CH3:3])[CH3:2].Cl.N1(CCOC2C=CC(C(Cl)=O)=CC=2)CCCCCC1.[N:48]1([CH2:55][CH2:56][O:57][C:58]2[CH:91]=[CH:90][C:61]([CH2:62][NH:63][C:64]3C=C(OC)C=C[C:65]=3C3CCC4C(=CC=C(O[Si](C(C)(C)C)(C)C)C=4)C3)=[CH:60][CH:59]=2)[CH2:54][CH2:53][CH2:52][CH2:51][CH2:50][CH2:49]1. (2) The reactants are: [CH:1]([S:14]([CH2:16][CH2:17][N:18]1[CH2:23][CH2:22][N:21]([CH2:24][CH2:25][CH2:26][C:27]2[CH:32]=[CH:31][CH:30]=[CH:29][CH:28]=2)[CH2:20][CH2:19]1)=[O:15])([C:8]1[CH:13]=[CH:12][CH:11]=[CH:10][CH:9]=1)[C:2]1[CH:7]=[CH:6][CH:5]=[CH:4][CH:3]=1.C(SCCN1CCN(CC([OH:64])CC2C=CC=CC=2)CC1)(C1C=CC=CC=1)C1C=CC=CC=1. Given the product [CH:1]([S:14]([CH2:16][CH2:17][N:18]1[CH2:19][CH2:20][N:21]([CH2:24][CH:25]([OH:64])[CH2:26][C:27]2[CH:28]=[CH:29][CH:30]=[CH:31][CH:32]=2)[CH2:22][CH2:23]1)=[O:15])([C:2]1[CH:7]=[CH:6][CH:5]=[CH:4][CH:3]=1)[C:8]1[CH:9]=[CH:10][CH:11]=[CH:12][CH:13]=1, predict the reactants needed to synthesize it. (3) Given the product [NH2:32][C:30]1[O:31][C:2]([C:22]2[CH:27]=[CH:26][N:25]=[C:24]([Cl:28])[N:23]=2)=[C:3]([C:5]2[CH:6]=[C:7]([NH:11][C:12](=[O:21])[C:13]3[C:18]([F:19])=[CH:17][CH:16]=[CH:15][C:14]=3[F:20])[CH:8]=[CH:9][CH:10]=2)[N:29]=1, predict the reactants needed to synthesize it. The reactants are: Br[CH:2]([C:22]1[CH:27]=[CH:26][N:25]=[C:24]([Cl:28])[N:23]=1)[C:3]([C:5]1[CH:6]=[C:7]([NH:11][C:12](=[O:21])[C:13]2[C:18]([F:19])=[CH:17][CH:16]=[CH:15][C:14]=2[F:20])[CH:8]=[CH:9][CH:10]=1)=O.[NH2:29][C:30]([NH2:32])=[O:31]. (4) Given the product [N+:1]([C:4]1[CH:5]=[C:6]([CH2:10][CH2:11][N:30]2[CH2:35][CH2:34][NH:33][CH2:32][CH2:31]2)[CH:7]=[CH:8][CH:9]=1)([O-:3])=[O:2], predict the reactants needed to synthesize it. The reactants are: [N+:1]([C:4]1[CH:5]=[C:6]([CH2:10][CH2:11]OS(C)(=O)=O)[CH:7]=[CH:8][CH:9]=1)([O-:3])=[O:2].C(=O)([O-])[O-].[Cs+].[Cs+].C(OC([N:30]1[CH2:35][CH2:34][NH:33][CH2:32][CH2:31]1)=O)(C)(C)C.